From a dataset of Full USPTO retrosynthesis dataset with 1.9M reactions from patents (1976-2016). Predict the reactants needed to synthesize the given product. (1) Given the product [F:20][CH:19]([F:21])[C:3]1[C:2]([O:22][CH2:23][C@@H:24]([NH:29][C:30](=[O:36])[O:31][C:32]([CH3:33])([CH3:35])[CH3:34])[CH2:25][CH:26]([CH3:28])[CH3:27])=[CH:18][C:6]2[N:7]([CH3:17])[C:8](=[O:16])[C:9]3[C:14]([C:5]=2[CH:4]=1)=[CH:13][CH:12]=[N:11][C:10]=3[CH3:15], predict the reactants needed to synthesize it. The reactants are: Cl[C:2]1[C:3]([CH:19]([F:21])[F:20])=[CH:4][C:5]2[C:14]3[C:9](=[C:10]([CH3:15])[N:11]=[CH:12][CH:13]=3)[C:8](=[O:16])[N:7]([CH3:17])[C:6]=2[CH:18]=1.[OH:22][CH2:23][C@@H:24]([NH:29][C:30](=[O:36])[O:31][C:32]([CH3:35])([CH3:34])[CH3:33])[CH2:25][CH:26]([CH3:28])[CH3:27].C(P(C(C)(C)C)C1C=CC=CC=1C1C(C(C)C)=CC(C(C)C)=CC=1C(C)C)(C)(C)C.C([O-])([O-])=O.[Cs+].[Cs+]. (2) Given the product [NH2:1][C:2]1[C:3]2[N:4]([C:8]([C@@H:26]3[CH2:30][CH2:29][CH2:28][N:27]3[C:36](=[O:37])/[CH:35]=[CH:34]/[CH2:33][N:32]([CH3:39])[CH3:31])=[N:9][C:10]=2[C:11]2[CH:25]=[CH:24][C:14]([C:15]([NH:17][C:18]3[CH:23]=[CH:22][CH:21]=[CH:20][N:19]=3)=[O:16])=[CH:13][CH:12]=2)[CH:5]=[CH:6][N:7]=1, predict the reactants needed to synthesize it. The reactants are: [NH2:1][C:2]1[C:3]2[N:4]([C:8]([C@@H:26]3[CH2:30][CH2:29][CH2:28][NH:27]3)=[N:9][C:10]=2[C:11]2[CH:25]=[CH:24][C:14]([C:15]([NH:17][C:18]3[CH:23]=[CH:22][CH:21]=[CH:20][N:19]=3)=[O:16])=[CH:13][CH:12]=2)[CH:5]=[CH:6][N:7]=1.[CH3:31][N:32]([CH3:39])[CH2:33]/[CH:34]=[CH:35]/[C:36](O)=[O:37]. (3) Given the product [C:14]([C:38]1[CH:34]=[C:32]([NH:23][C:22]([NH:9][CH2:8][C:7]2[CH:10]=[C:3]([F:2])[CH:4]=[CH:5][C:6]=2[O:11][C:12]2[CH:13]=[C:14]3[C:18](=[CH:19][CH:20]=2)[N:17]([CH3:21])[N:16]=[CH:15]3)=[O:25])[N:28]([C:29]2[CH:30]=[CH:8][C:7]([CH3:10])=[CH:6][CH:31]=2)[N:36]=1)([CH3:18])([CH3:15])[CH3:13], predict the reactants needed to synthesize it. The reactants are: Cl.[F:2][C:3]1[CH:4]=[CH:5][C:6]([O:11][C:12]2[CH:13]=[C:14]3[C:18](=[CH:19][CH:20]=2)[N:17]([CH3:21])[N:16]=[CH:15]3)=[C:7]([CH:10]=1)[CH2:8][NH2:9].[C:22](=[O:25])([O-])[NH2:23].CC[N:28]([CH:32]([CH3:34])C)[CH:29]([CH3:31])[CH3:30].C[N:36]([CH:38]=O)C. (4) Given the product [CH:1]1[C:13]2[CH:12]([CH2:14][O:15][C:16](=[O:30])[NH:17][C:18]3[CH:23]=[C:22]([S:24]([NH:38][CH2:37][C:33]4[CH:32]=[N:31][CH:36]=[CH:35][CH:34]=4)(=[O:26])=[O:25])[C:21]([CH3:28])=[CH:20][C:19]=3[CH3:29])[C:11]3[C:6](=[CH:7][CH:8]=[CH:9][CH:10]=3)[C:5]=2[CH:4]=[CH:3][CH:2]=1, predict the reactants needed to synthesize it. The reactants are: [CH:1]1[C:13]2[CH:12]([CH2:14][O:15][C:16](=[O:30])[NH:17][C:18]3[CH:23]=[C:22]([S:24](Cl)(=[O:26])=[O:25])[C:21]([CH3:28])=[CH:20][C:19]=3[CH3:29])[C:11]3[C:6](=[CH:7][CH:8]=[CH:9][CH:10]=3)[C:5]=2[CH:4]=[CH:3][CH:2]=1.[N:31]1[CH:36]=[CH:35][CH:34]=[C:33]([CH2:37][NH2:38])[CH:32]=1.N1C=CC=CC=1. (5) The reactants are: C[O-].[Na+].C(O)(=O)C.[CH:8]([NH2:10])=[NH:9].C[O:12][C:13]([CH:15]1[CH2:20][C:19]([C:36]#[N:37])([C:21]2[C:29]3[C:28]4[CH:30]=[CH:31][CH:32]=[CH:33][C:27]=4[O:26][C:25]=3[C:24]([O:34][CH3:35])=[CH:23][CH:22]=2)[CH2:18][CH2:17][C:16]1=O)=O. Given the product [CH3:35][O:34][C:24]1[C:25]2[O:26][C:27]3[CH:33]=[CH:32][CH:31]=[CH:30][C:28]=3[C:29]=2[C:21]([C:19]2([C:36]#[N:37])[CH2:18][CH2:17][C:16]3[N:10]=[CH:8][NH:9][C:13](=[O:12])[C:15]=3[CH2:20]2)=[CH:22][CH:23]=1, predict the reactants needed to synthesize it. (6) The reactants are: [ClH:1].O1[CH2:7][CH2:6][N:5]([CH2:8][CH2:9][O:10][C:11]2[CH:19]=[C:18]3[C:14]([C:15]([C:27]4[CH:32]=[C:31]([F:33])[CH:30]=[C:29]([F:34])[CH:28]=4)=[C:16]([C:21]4[CH:22]=[N:23][CH:24]=[CH:25][CH:26]=4)[C:17]3=[O:20])=[CH:13][CH:12]=2)[CH2:4][CH2:3]1.Br[C:36]1[C:37](=O)[C:38]2C([C:44]=1C1C=CC=CC=1)=CC=C(O)C=2.[O:53]=[S:54]1(=[O:63])CCN(CCO)CC1. Given the product [ClH:1].[F:34][C:29]1[CH:28]=[C:27]([C:15]2[C:14]3[C:18](=[CH:19][C:11]([O:10][CH2:9][CH2:8][N:5]4[CH2:4][CH2:3][S:54](=[O:63])(=[O:53])[CH2:7][CH2:6]4)=[CH:12][CH:13]=3)[C:17](=[O:20])[C:16]=2[C:21]2[CH:22]=[N:23][C:24]3[C:25]([CH:26]=2)=[CH:38][CH:37]=[CH:36][CH:44]=3)[CH:32]=[C:31]([F:33])[CH:30]=1, predict the reactants needed to synthesize it.